Dataset: Catalyst prediction with 721,799 reactions and 888 catalyst types from USPTO. Task: Predict which catalyst facilitates the given reaction. (1) Reactant: C([Li])CCC.CCCCCC.Br[C:13]1[CH:18]=[CH:17][CH:16]=[CH:15][CH:14]=1.C1(CO[CH2:24][C:25]2([OH:39])[CH2:31][O:30][CH2:29][CH2:28][N:27]([C:32]([O:34][C:35]([CH3:38])([CH3:37])[CH3:36])=[O:33])[CH2:26]2)CC1.S([O-])(O)(=O)=O.[Na+]. Product: [CH2:24]([C:25]1([OH:39])[CH2:31][O:30][CH2:29][CH2:28][N:27]([C:32]([O:34][C:35]([CH3:38])([CH3:37])[CH3:36])=[O:33])[CH2:26]1)[C:13]1[CH:18]=[CH:17][CH:16]=[CH:15][CH:14]=1. The catalyst class is: 1. (2) Reactant: [C:1]12([C:13]([O:15][C:16]([CH3:19])([CH3:18])[CH3:17])=[O:14])[CH2:8][CH2:7][C:4]([C:9]([O:11]C)=[O:10])([CH2:5][CH2:6]1)[CH2:3][CH2:2]2.[OH-].[Na+]. Product: [C:1]12([C:13]([O:15][C:16]([CH3:19])([CH3:18])[CH3:17])=[O:14])[CH2:2][CH2:3][C:4]([C:9]([OH:11])=[O:10])([CH2:5][CH2:6]1)[CH2:7][CH2:8]2. The catalyst class is: 5. (3) Reactant: Cl[CH2:2][CH2:3][CH2:4][S:5]([C:8]1[CH:17]=[CH:16][C:11]([C:12]([O:14]C)=[O:13])=[CH:10][CH:9]=1)(=[O:7])=[O:6].CC(C)([O-])C.[K+]. Product: [CH:4]1([S:5]([C:8]2[CH:17]=[CH:16][C:11]([C:12]([OH:14])=[O:13])=[CH:10][CH:9]=2)(=[O:7])=[O:6])[CH2:2][CH2:3]1. The catalyst class is: 664. (4) Reactant: [Cl:1][C:2]1[CH:7]=[CH:6][C:5]([S:8]([NH:11][CH:12]2[CH2:18][CH2:17][CH2:16][CH2:15][NH:14][C:13]2=[O:19])(=[O:10])=[O:9])=[CH:4][CH:3]=1.Br[CH2:21][C:22]1[CH:27]=[CH:26][C:25]([CH:28]([F:30])[F:29])=[CH:24][CH:23]=1.C(=O)([O-])[O-].[K+].[K+].[I-].[K+]. Product: [Cl:1][C:2]1[CH:3]=[CH:4][C:5]([S:8]([N:11]([CH2:21][C:22]2[CH:27]=[CH:26][C:25]([CH:28]([F:30])[F:29])=[CH:24][CH:23]=2)[CH:12]2[CH2:18][CH2:17][CH2:16][CH2:15][NH:14][C:13]2=[O:19])(=[O:10])=[O:9])=[CH:6][CH:7]=1. The catalyst class is: 9. (5) The catalyst class is: 435. Reactant: F[C:2]1[CH:7]=[CH:6][C:5]([N+:8]([O-:10])=[O:9])=[CH:4][CH:3]=1.[CH2:11]1[CH:15]2[CH2:16][NH:17][CH2:18][CH:14]2[CH2:13][O:12]1.C(=O)([O-])[O-].[K+].[K+]. Product: [N+:8]([C:5]1[CH:6]=[CH:7][C:2]([N:17]2[CH2:18][CH:14]3[CH2:13][O:12][CH2:11][CH:15]3[CH2:16]2)=[CH:3][CH:4]=1)([O-:10])=[O:9].